From a dataset of Retrosynthesis with 50K atom-mapped reactions and 10 reaction types from USPTO. Predict the reactants needed to synthesize the given product. Given the product COC(=O)CCCCCCCCC(=O)c1cc(C)ccc1O, predict the reactants needed to synthesize it. The reactants are: COC(=O)CCCCCCCCC(=O)c1cc(C)ccc1OC.